Predict the product of the given reaction. From a dataset of Forward reaction prediction with 1.9M reactions from USPTO patents (1976-2016). (1) Given the reactants Br[C:2]1[CH:3]=[C:4]2[CH:10]=[CH:9][NH:8][C:5]2=[N:6][CH:7]=1.Cl.[NH:12]1[CH2:15][CH:14]([NH:16][C:17](=[O:23])[O:18][C:19]([CH3:22])([CH3:21])[CH3:20])[CH2:13]1.CC(C1C=C(C(C)C)C(C2C=CC=CC=2P(C2CCCCC2)C2CCCCC2)=C(C(C)C)C=1)C.C([O-])([O-])=O.[Cs+].[Cs+], predict the reaction product. The product is: [NH:8]1[C:5]2=[N:6][CH:7]=[C:2]([N:12]3[CH2:15][CH:14]([NH:16][C:17](=[O:23])[O:18][C:19]([CH3:21])([CH3:20])[CH3:22])[CH2:13]3)[CH:3]=[C:4]2[CH:10]=[CH:9]1. (2) Given the reactants [Cl:1][C:2]1[N:3]=[C:4]([C:9]([NH:11][CH:12]2[CH2:15][N:14]([C:16]3[S:17][C:18]4[CH:24]=[C:23](C(OCC)=O)[CH:22]=[CH:21][C:19]=4[N:20]=3)[CH2:13]2)=[O:10])[NH:5][C:6]=1[CH2:7][CH3:8].[OH-:30].[Li+].C1[CH2:36][O:35]CC1.O, predict the reaction product. The product is: [Cl:1][C:2]1[N:3]=[C:4]([C:9]([NH:11][CH:12]2[CH2:15][N:14]([C:16]3[S:17][C:18]4[C:24]([C:36]([OH:35])=[O:30])=[CH:23][CH:22]=[CH:21][C:19]=4[N:20]=3)[CH2:13]2)=[O:10])[NH:5][C:6]=1[CH2:7][CH3:8].